Dataset: Full USPTO retrosynthesis dataset with 1.9M reactions from patents (1976-2016). Task: Predict the reactants needed to synthesize the given product. (1) Given the product [NH2:1][C:2]1[CH:10]=[CH:9][C:8]([CH2:11][N:12]2[CH2:17][CH2:16][N:15]([CH3:18])[CH2:14][CH2:13]2)=[CH:7][C:3]=1[C:4]([NH2:21])=[O:5], predict the reactants needed to synthesize it. The reactants are: [NH2:1][C:2]1[CH:10]=[CH:9][C:8]([CH2:11][N:12]2[CH2:17][CH2:16][N:15]([CH3:18])[CH2:14][CH2:13]2)=[CH:7][C:3]=1[C:4](O)=[O:5].CC[N:21]=C=NCCCN(C)C.C1C=CC2N(O)N=NC=2C=1.CN1CCOCC1.[NH4+].[OH-]. (2) Given the product [CH2:1]([O:8][C:9]([N:19]1[CH2:26][C@H:25]2[C@H:21]([CH2:22][CH2:23][C:24]2=[O:27])[CH2:20]1)=[O:10])[C:2]1[CH:7]=[CH:6][CH:5]=[CH:4][CH:3]=1, predict the reactants needed to synthesize it. The reactants are: [CH2:1]([O:8][C:9](Cl)=[O:10])[C:2]1[CH:7]=[CH:6][CH:5]=[CH:4][CH:3]=1.C([N:19]1[CH2:26][C@H:25]2[C@H:21]([CH2:22][CH2:23][C:24]2=[O:27])[CH2:20]1)C1C=CC=CC=1. (3) Given the product [OH:27][C:21]1([C:19]#[C:20][C:2]2[CH:18]=[CH:17][C:5]3[O:6][CH2:7][CH2:8][C:9]4[N:10]([N:11]=[C:12]([C:14]([NH2:16])=[O:15])[CH:13]=4)[C:4]=3[CH:3]=2)[CH2:25][CH2:24][CH2:23][CH:22]1[OH:26], predict the reactants needed to synthesize it. The reactants are: I[C:2]1[CH:18]=[CH:17][C:5]2[O:6][CH2:7][CH2:8][C:9]3[N:10]([N:11]=[C:12]([C:14]([NH2:16])=[O:15])[CH:13]=3)[C:4]=2[CH:3]=1.[C:19]([C:21]1([OH:27])[CH2:25][CH2:24][CH2:23][CH:22]1[OH:26])#[CH:20]. (4) Given the product [C:10]([O:14][C:15]([N:17]1[CH2:22][CH2:21][CH:20]([NH:23][C:2]2[N:7]=[C:6]([CH3:8])[CH:5]=[C:4]([CH3:9])[N:3]=2)[CH2:19][CH2:18]1)=[O:16])([CH3:13])([CH3:11])[CH3:12], predict the reactants needed to synthesize it. The reactants are: Cl[C:2]1[N:7]=[C:6]([CH3:8])[CH:5]=[C:4]([CH3:9])[N:3]=1.[C:10]([O:14][C:15]([N:17]1[CH2:22][CH2:21][CH:20]([NH2:23])[CH2:19][CH2:18]1)=[O:16])([CH3:13])([CH3:12])[CH3:11].C(N(C(C)C)C(C)C)C. (5) Given the product [O:67]1[CH2:71][CH2:70][O:69][CH:68]1[CH2:72][CH2:73][C:26]1[C:27]([C:29]([O:31][C:32]([CH3:35])([CH3:34])[CH3:33])=[O:30])=[N:28][C:23]([N:20]2[CH2:19][CH2:18][C:17]3[C:22](=[C:13]([C:11](=[O:12])[NH:10][C:2]4[S:1][C:5]5[CH:6]=[CH:7][CH:8]=[CH:9][C:4]=5[N:3]=4)[CH:14]=[CH:15][CH:16]=3)[CH2:21]2)=[CH:24][CH:25]=1, predict the reactants needed to synthesize it. The reactants are: [S:1]1[C:5]2[CH:6]=[CH:7][CH:8]=[CH:9][C:4]=2[N:3]=[C:2]1[NH:10][C:11]([C:13]1[CH:14]=[CH:15][CH:16]=[C:17]2[C:22]=1[CH2:21][N:20]([C:23]1[N:28]=[C:27]([C:29]([O:31][C:32]([CH3:35])([CH3:34])[CH3:33])=[O:30])[C:26](Br)=[CH:25][CH:24]=1)[CH2:19][CH2:18]2)=[O:12].C1(P(C2CCCCC2)C2C=CC=CC=2C2C(OC)=CC=CC=2OC)CCCCC1.[Br-].[O:67]1[CH2:71][CH2:70][O:69][CH:68]1[CH2:72][CH2:73][Zn+]. (6) Given the product [CH:14]1([CH:20]2[NH:25][C:26](=[O:29])[CH2:27][NH:28][C:21]2=[O:22])[CH2:19][CH2:18][CH2:17][CH2:16][CH2:15]1, predict the reactants needed to synthesize it. The reactants are: C(C1NC(=O)CNC1=O)(CC)C.Cl.[CH:14]1([CH:20]([NH:25][C:26](=[O:29])[CH2:27][NH2:28])[C:21](OC)=[O:22])[CH2:19][CH2:18][CH2:17][CH2:16][CH2:15]1.